This data is from Catalyst prediction with 721,799 reactions and 888 catalyst types from USPTO. The task is: Predict which catalyst facilitates the given reaction. (1) Reactant: C([O:3][C:4]([C:6]1[CH:7]=[N:8][N:9]([C:12]2[CH:17]=[CH:16][C:15]([Cl:18])=[CH:14][CH:13]=2)[C:10]=1[CH3:11])=[O:5])C.C1COCC1.[OH-].[K+]. Product: [Cl:18][C:15]1[CH:14]=[CH:13][C:12]([N:9]2[C:10]([CH3:11])=[C:6]([C:4]([OH:5])=[O:3])[CH:7]=[N:8]2)=[CH:17][CH:16]=1. The catalyst class is: 125. (2) Reactant: [C:1]1([C:10]2[CH:15]=[CH:14][CH:13]=[CH:12][CH:11]=2)[C:2]([C:7]([OH:9])=O)=[CH:3][CH:4]=[CH:5][CH:6]=1.C1C=CC2N(O)N=NC=2C=1.CCN=C=NCCCN(C)C.Cl.[CH2:38]([O:40][C:41]([C@@H:43]1[CH2:47][CH2:46][C@H:45]([NH:48][C:49]2[CH:54]=[CH:53][C:52]([C:55](=[NH:58])[NH:56]O)=[CH:51][C:50]=2[CH3:59])[CH2:44]1)=[O:42])[CH3:39]. Product: [CH2:38]([O:40][C:41]([C@@H:43]1[CH2:47][CH2:46][C@H:45]([NH:48][C:49]2[CH:54]=[CH:53][C:52]([C:55]3[N:58]=[C:7]([C:2]4[CH:3]=[CH:4][CH:5]=[CH:6][C:1]=4[C:10]4[CH:15]=[CH:14][CH:13]=[CH:12][CH:11]=4)[O:9][N:56]=3)=[CH:51][C:50]=2[CH3:59])[CH2:44]1)=[O:42])[CH3:39]. The catalyst class is: 135. (3) Reactant: [H-].[Na+].[Br:3][C:4]1[CH:5]=[CH:6][C:7]2[N:8]([CH2:18][CH:19]([OH:30])[CH2:20][NH:21][C:22]3[CH:27]=[CH:26][CH:25]=[C:24]([O:28][CH3:29])[CH:23]=3)[C:9]3[C:14]([C:15]=2[CH:16]=1)=[CH:13][C:12]([Br:17])=[CH:11][CH:10]=3.[CH3:31]I. Product: [Br:17][C:12]1[CH:11]=[CH:10][C:9]2[N:8]([CH2:18][CH:19]([O:30][CH3:31])[CH2:20][NH:21][C:22]3[CH:27]=[CH:26][CH:25]=[C:24]([O:28][CH3:29])[CH:23]=3)[C:7]3[C:15]([C:14]=2[CH:13]=1)=[CH:16][C:4]([Br:3])=[CH:5][CH:6]=3. The catalyst class is: 39. (4) Reactant: [ClH:1].C1([N:6]2[CH2:11][CH2:10][CH:9]([O:12][CH:13]3[CH2:18][CH2:17][N:16]([C:19]4[CH:26]=[CH:25][C:22]([C:23]#[N:24])=[CH:21][CH:20]=4)[CH2:15][CH2:14]3)[CH2:8][CH2:7]2)CCC1.Cl. Product: [ClH:1].[NH:6]1[CH2:11][CH2:10][CH:9]([O:12][CH:13]2[CH2:14][CH2:15][N:16]([C:19]3[CH:20]=[CH:21][C:22]([C:23]#[N:24])=[CH:25][CH:26]=3)[CH2:17][CH2:18]2)[CH2:8][CH2:7]1. The catalyst class is: 71.